Dataset: Full USPTO retrosynthesis dataset with 1.9M reactions from patents (1976-2016). Task: Predict the reactants needed to synthesize the given product. The reactants are: [Cl:1]OC(C)(C)C.[Cl-:7].[NH2:8][C:9]([CH3:19])([CH3:18])[CH2:10][N+:11]1([CH3:17])[CH2:16][CH2:15][O:14][CH2:13][CH2:12]1. Given the product [Cl-:1].[Cl:7][N:8]([Cl:1])[C:9]([CH3:19])([CH3:18])[CH2:10][N+:11]1([CH3:17])[CH2:12][CH2:13][O:14][CH2:15][CH2:16]1, predict the reactants needed to synthesize it.